Dataset: Catalyst prediction with 721,799 reactions and 888 catalyst types from USPTO. Task: Predict which catalyst facilitates the given reaction. (1) Reactant: [Cl:1][C:2]1[CH:7]=[CH:6][CH:5]=[C:4]([F:8])[C:3]=1[CH:9]([OH:32])[CH2:10][C:11]1[CH:16]=[C:15]([C:17]2[N:21]([CH3:22])[N:20]=[C:19]([C:23]3[CH:28]=[CH:27][CH:26]=[CH:25][N:24]=3)[N:18]=2)[CH:14]=[CH:13][C:12]=1[N+:29]([O-:31])=[O:30].CC(OI1(OC(C)=O)(OC(C)=O)OC(=O)C2C=CC=CC1=2)=O. Product: [Cl:1][C:2]1[CH:7]=[CH:6][CH:5]=[C:4]([F:8])[C:3]=1[C:9](=[O:32])[CH2:10][C:11]1[CH:16]=[C:15]([C:17]2[N:21]([CH3:22])[N:20]=[C:19]([C:23]3[CH:28]=[CH:27][CH:26]=[CH:25][N:24]=3)[N:18]=2)[CH:14]=[CH:13][C:12]=1[N+:29]([O-:31])=[O:30]. The catalyst class is: 4. (2) Reactant: [F:1][C:2]1[CH:7]=[CH:6][C:5]([O:8][C:9]2[CH:10]=[C:11]([C:23]([NH:25][C:26]3[N:31]=[CH:30][C:29]([C:32]([O:34][CH3:35])=[O:33])=[CH:28][CH:27]=3)=[O:24])[CH:12]=[C:13]([O:15]CC3C=CC=CC=3)[CH:14]=2)=[CH:4][CH:3]=1.[H][H]. Product: [F:1][C:2]1[CH:7]=[CH:6][C:5]([O:8][C:9]2[CH:10]=[C:11]([C:23]([NH:25][C:26]3[N:31]=[CH:30][C:29]([C:32]([O:34][CH3:35])=[O:33])=[CH:28][CH:27]=3)=[O:24])[CH:12]=[C:13]([OH:15])[CH:14]=2)=[CH:4][CH:3]=1. The catalyst class is: 43. (3) Reactant: CCOP(ON1N=NC2C=CC=CC=2C1=O)(OCC)=O.[C:21]([O:25][C:26]([NH:28][C@@H:29]1[C:39]2[C:34](=[N:35][CH:36]=[CH:37][CH:38]=2)[C@@H:33]([CH2:40][C:41]([OH:43])=O)[CH2:32][CH2:31][C@H:30]1[C:44]1[CH:49]=[CH:48][CH:47]=[C:46]([F:50])[C:45]=1[F:51])=[O:27])([CH3:24])([CH3:23])[CH3:22].[NH:52]1[CH2:57][CH2:56][CH:55]([N:58]2[C:66]3[C:61](=[N:62][CH:63]=[CH:64][CH:65]=3)[NH:60][C:59]2=[O:67])[CH2:54][CH2:53]1.C(N(CC)CC)C. Product: [F:51][C:45]1[C:46]([F:50])=[CH:47][CH:48]=[CH:49][C:44]=1[C@@H:30]1[CH2:31][CH2:32][C@H:33]([CH2:40][C:41](=[O:43])[N:52]2[CH2:53][CH2:54][CH:55]([N:58]3[C:66]4[C:61](=[N:62][CH:63]=[CH:64][CH:65]=4)[NH:60][C:59]3=[O:67])[CH2:56][CH2:57]2)[C:34]2=[N:35][CH:36]=[CH:37][CH:38]=[C:39]2[C@H:29]1[NH:28][C:26](=[O:27])[O:25][C:21]([CH3:24])([CH3:23])[CH3:22]. The catalyst class is: 434. (4) Reactant: Br[C:2]1[C:11]2[C:6](=[CH:7][CH:8]=[CH:9][CH:10]=2)[CH:5]=[C:4]([Br:12])[N:3]=1.[CH2:13]([N:15]1[CH2:20][CH2:19][NH:18][CH2:17][CH2:16]1)[CH3:14].C(=O)([O-])[O-].[K+].[K+]. Product: [Br:12][C:4]1[N:3]=[C:2]([N:18]2[CH2:19][CH2:20][N:15]([CH2:13][CH3:14])[CH2:16][CH2:17]2)[C:11]2[C:6]([CH:5]=1)=[CH:7][CH:8]=[CH:9][CH:10]=2. The catalyst class is: 3.